Task: Predict the reactants needed to synthesize the given product.. Dataset: Full USPTO retrosynthesis dataset with 1.9M reactions from patents (1976-2016) (1) The reactants are: [NH2:1][C:2]([C@@H:4]1[CH2:8][C@H:7]([F:9])[CH2:6][N:5]1[C:10](=[O:34])[C@@H:11]([NH:16][C:17]([O:19][CH2:20][C:21]1[C:33]2[CH2:32][C:31]3[C:26](=[CH:27][CH:28]=[CH:29][CH:30]=3)[C:25]=2[CH:24]=[CH:23][CH:22]=1)=[O:18])[C@@H:12]([CH3:15])[CH2:13][CH3:14])=O.FC(F)(F)C(OC(=O)C(F)(F)F)=O. Given the product [C:2]([C@@H:4]1[CH2:8][C@H:7]([F:9])[CH2:6][N:5]1[C:10](=[O:34])[C@@H:11]([NH:16][C:17]([O:19][CH2:20][C:21]1[C:33]2[CH2:32][C:31]3[C:26](=[CH:27][CH:28]=[CH:29][CH:30]=3)[C:25]=2[CH:24]=[CH:23][CH:22]=1)=[O:18])[C@@H:12]([CH3:15])[CH2:13][CH3:14])#[N:1], predict the reactants needed to synthesize it. (2) Given the product [Cl:24][C:21]1[CH:22]=[CH:23][C:18]([N:7]2[C:8](=[O:17])[C:9]3[N:10]=[CH:11][N:12]([CH2:15][CH3:16])[C:13]=3[N:14]=[C:6]2[C:5](=[O:28])[C:4]2[CH:25]=[CH:26][CH:27]=[C:2]([F:1])[CH:3]=2)=[CH:19][CH:20]=1, predict the reactants needed to synthesize it. The reactants are: [F:1][C:2]1[CH:3]=[C:4]([CH:25]=[CH:26][CH:27]=1)[CH2:5][C:6]1[N:7]([C:18]2[CH:23]=[CH:22][C:21]([Cl:24])=[CH:20][CH:19]=2)[C:8](=[O:17])[C:9]2[N:10]=[CH:11][N:12]([CH2:15][CH3:16])[C:13]=2[N:14]=1.[O:28]1CCOCC1. (3) Given the product [OH:24][C:25]1[C:26]([N:12]([CH2:20][C:19]2[CH:22]=[CH:23][C:16]([N+:13]([O-:15])=[O:14])=[CH:17][CH:18]=2)[C:9]2[CH:8]=[CH:7][C:6]([C:4]([O:3][CH2:2][CH3:1])=[O:5])=[CH:11][CH:10]=2)=[CH:27][CH:28]=[C:29]2[C:34]=1[N:33]=[CH:32][CH:31]=[CH:30]2, predict the reactants needed to synthesize it. The reactants are: [CH3:1][CH2:2][O:3][C:4]([C:6]1[CH:7]=[CH:8][C:9]([NH2:12])=[CH:10][CH:11]=1)=[O:5].[N+:13]([C:16]1[CH:23]=[CH:22][C:19]([CH:20]=O)=[CH:18][CH:17]=1)([O-:15])=[O:14].[OH:24][C:25]1[CH:26]=[CH:27][CH:28]=[C:29]2[C:34]=1[N:33]=[CH:32][CH:31]=[CH:30]2. (4) Given the product [N+:17]([C:8]1[CH:9]=[C:10]2[C:5]([C:4]3([CH2:14][CH2:13][CH2:12][CH2:11]3)[C:3](=[O:15])[NH:2][C:1]2=[O:16])=[CH:6][CH:7]=1)([O-:19])=[O:18], predict the reactants needed to synthesize it. The reactants are: [C:1]1(=[O:16])[C:10]2[C:5](=[CH:6][CH:7]=[CH:8][CH:9]=2)[C:4]2([CH2:14][CH2:13][CH2:12][CH2:11]2)[C:3](=[O:15])[NH:2]1.[N+:17]([O-])([OH:19])=[O:18].